From a dataset of CYP1A2 inhibition data for predicting drug metabolism from PubChem BioAssay. Regression/Classification. Given a drug SMILES string, predict its absorption, distribution, metabolism, or excretion properties. Task type varies by dataset: regression for continuous measurements (e.g., permeability, clearance, half-life) or binary classification for categorical outcomes (e.g., BBB penetration, CYP inhibition). Dataset: cyp1a2_veith. (1) The molecule is COc1cccc(-c2cncnc2-n2ccnc2)c1. The result is 1 (inhibitor). (2) The compound is O=C([O-])CC[C@@H](NC(=O)c1ccccc1C(=O)[O-])C(=O)[O-].[Na+].[Na+].[Na+]. The result is 0 (non-inhibitor). (3) The molecule is CN(C)c1ccc(-c2nc(NCCc3cnc[nH]3)c3ccccc3n2)cc1. The result is 1 (inhibitor). (4) The compound is CCOC(=O)N/N=C1/C[C@@H](O)[C@@H](O)[C@H]2[C@@H]1CC[C@@H]1C(=O)N(C(C)(C)C)C(=O)[C@H]12. The result is 0 (non-inhibitor). (5) The compound is CCCCN(CC)S(=O)(=O)c1ccc(C(=O)Nc2nnc(CSC)o2)cc1. The result is 0 (non-inhibitor). (6) The molecule is COC(=O)[C@@]1(Cc2ccccc2)[C@H]2c3cc(C(=O)N4CCCC4)n(Cc4ccc(S(C)(=O)=O)cc4)c3C[C@H]2CN1C(=O)c1ccccc1. The result is 0 (non-inhibitor).